This data is from Forward reaction prediction with 1.9M reactions from USPTO patents (1976-2016). The task is: Predict the product of the given reaction. (1) Given the reactants [CH2:1]([C:8]1[N:9]=[C:10](Cl)[C:11]2[CH2:17][CH2:16][N:15]([CH2:18][C:19]3[CH:24]=[CH:23][CH:22]=[CH:21][CH:20]=3)[CH2:14][CH2:13][C:12]=2[N:25]=1)[C:2]1[CH:7]=[CH:6][CH:5]=[CH:4][CH:3]=1.[C:27](=O)([O-])[O-].[Cs+].[Cs+].CB1OB(C)OB(C)O1, predict the reaction product. The product is: [CH2:1]([C:8]1[N:9]=[C:10]([CH3:27])[C:11]2[CH2:17][CH2:16][N:15]([CH2:18][C:19]3[CH:24]=[CH:23][CH:22]=[CH:21][CH:20]=3)[CH2:14][CH2:13][C:12]=2[N:25]=1)[C:2]1[CH:7]=[CH:6][CH:5]=[CH:4][CH:3]=1. (2) Given the reactants CC1C=CC(S(O[CH2:12][CH:13]2[CH2:17][C:16]3[CH:18]=[C:19]([Cl:31])[CH:20]=[C:21]([C:22]4[CH:27]=[C:26]([Cl:28])[CH:25]=[CH:24][C:23]=4[O:29][CH3:30])[C:15]=3[O:14]2)(=O)=O)=CC=1.[CH3:32][NH2:33], predict the reaction product. The product is: [Cl:31][C:19]1[CH:20]=[C:21]([C:22]2[CH:27]=[C:26]([Cl:28])[CH:25]=[CH:24][C:23]=2[O:29][CH3:30])[C:15]2[O:14][CH:13]([CH2:12][NH:33][CH3:32])[CH2:17][C:16]=2[CH:18]=1. (3) Given the reactants [CH:1]([C:3]1[O:4][C:5]2[CH:11]=[C:10]([C:12]([O:14][CH3:15])=[O:13])[CH:9]=[CH:8][C:6]=2[CH:7]=1)=[O:2].[OH:16]P([O-])(O)=O.[K+].[O-]Cl=O.[Na+].[OH-].[Na+], predict the reaction product. The product is: [CH3:15][O:14][C:12]([C:10]1[CH:9]=[CH:8][C:6]2[CH:7]=[C:3]([C:1]([OH:16])=[O:2])[O:4][C:5]=2[CH:11]=1)=[O:13]. (4) Given the reactants [CH:1]([O:4][C:5]1[CH:12]=[CH:11][C:8]([C:9]#[N:10])=[CH:7][C:6]=1[N+:13]([O-])=O)([CH3:3])[CH3:2].COC1C=CC(C#N)=CC=1[N+]([O-])=O.CC1C=CC(C(N)=O)=CC=1NC(N)=S, predict the reaction product. The product is: [NH2:13][C:6]1[CH:7]=[C:8]([CH:11]=[CH:12][C:5]=1[O:4][CH:1]([CH3:3])[CH3:2])[C:9]#[N:10].